Dataset: Catalyst prediction with 721,799 reactions and 888 catalyst types from USPTO. Task: Predict which catalyst facilitates the given reaction. (1) Reactant: [Br:1][C:2]1[CH:3]=[C:4]2[C:9](=[CH:10][CH:11]=1)[N:8]=[C:7](Cl)[C:6]([CH:13]1[CH2:18][CH2:17][O:16][CH2:15][CH2:14]1)=[CH:5]2.[CH3:19][O:20][C:21]1[CH:26]=[CH:25][C:24]([CH2:27][NH2:28])=[CH:23][CH:22]=1.O. Product: [Br:1][C:2]1[CH:3]=[C:4]2[C:9](=[CH:10][CH:11]=1)[N:8]=[C:7]([NH:28][CH2:27][C:24]1[CH:25]=[CH:26][C:21]([O:20][CH3:19])=[CH:22][CH:23]=1)[C:6]([CH:13]1[CH2:18][CH2:17][O:16][CH2:15][CH2:14]1)=[CH:5]2. The catalyst class is: 60. (2) Reactant: [CH3:1][C:2]1[C:3]2[C:7]([CH:8]=[CH:9][CH:10]=1)=[N:6][N:5]1[C:11]([CH:16]3[CH2:21][CH2:20][N:19](C(OC(C)(C)C)=O)[CH2:18][CH2:17]3)=[CH:12][C:13](=[O:15])[NH:14][C:4]=21.[ClH:29]. Product: [ClH:29].[CH3:1][C:2]1[C:3]2[C:7]([CH:8]=[CH:9][CH:10]=1)=[N:6][N:5]1[C:11]([CH:16]3[CH2:21][CH2:20][NH:19][CH2:18][CH2:17]3)=[CH:12][C:13](=[O:15])[NH:14][C:4]=21. The catalyst class is: 71. (3) Reactant: [CH3:1][O:2][C:3]1[CH:4]=[C:5]([C:9]2[NH:10][C:11]3[C:12]([N:23]=2)=[N:13][CH:14]=[C:15]([C:17]2[CH:22]=[CH:21][CH:20]=[CH:19][CH:18]=2)[CH:16]=3)[CH:6]=[CH:7][CH:8]=1.[B].[C:25](N=P1(N(CC)CC)N(C)CCCN1C)(C)(C)C.IC. Product: [CH3:1][O:2][C:3]1[CH:4]=[C:5]([C:9]2[N:10]([CH3:25])[C:11]3[C:12]([N:23]=2)=[N:13][CH:14]=[C:15]([C:17]2[CH:18]=[CH:19][CH:20]=[CH:21][CH:22]=2)[CH:16]=3)[CH:6]=[CH:7][CH:8]=1. The catalyst class is: 9. (4) Reactant: [Br:1][C:2]1[C:3]([CH3:11])=[N:4][C:5]([O:9][CH3:10])=[CH:6][C:7]=1[CH3:8].C1C(=O)N([Br:19])C(=O)C1.C(OOC(=O)C1C=CC=CC=1)(=O)C1C=CC=CC=1. Product: [Br:1][C:2]1[C:3]([CH2:11][Br:19])=[N:4][C:5]([O:9][CH3:10])=[CH:6][C:7]=1[CH3:8]. The catalyst class is: 53. (5) Reactant: [NH2:1][C:2]1[CH:7]=[CH:6][C:5]([N:8]2[CH:13]=[CH:12][C:11]([O:14]CC3C=CC=CC=3)=[CH:10][C:9]2=[O:22])=[CH:4][C:3]=1[F:23]. Product: [NH2:1][C:2]1[CH:7]=[CH:6][C:5]([N:8]2[CH:13]=[CH:12][C:11]([OH:14])=[CH:10][C:9]2=[O:22])=[CH:4][C:3]=1[F:23]. The catalyst class is: 19. (6) Reactant: [CH2:1]([O:8][C:9]([NH:11][CH:12]([CH3:23])[C:13](=[O:22])[C:14]([CH3:21])([CH3:20])[C:15]([O:17][CH2:18][CH3:19])=[O:16])=[O:10])[C:2]1[CH:7]=[CH:6][CH:5]=[CH:4][CH:3]=1.[BH4-].[Na+].[Cl-].[NH4+]. Product: [CH2:1]([O:8][C:9]([NH:11][CH:12]([CH3:23])[CH:13]([OH:22])[C:14]([CH3:21])([CH3:20])[C:15]([O:17][CH2:18][CH3:19])=[O:16])=[O:10])[C:2]1[CH:3]=[CH:4][CH:5]=[CH:6][CH:7]=1. The catalyst class is: 5. (7) Reactant: [OH:1][C:2]1[CH:7]=[CH:6][C:5]([C:8](=[O:10])[CH3:9])=[CH:4][C:3]=1[CH3:11].C(=O)([O-])[O-].[Cs+].[Cs+].Br[C:19]([CH3:26])([CH3:25])[C:20]([O:22][CH2:23][CH3:24])=[O:21]. Product: [C:8]([C:5]1[CH:6]=[CH:7][C:2]([O:1][C:19]([CH3:26])([CH3:25])[C:20]([O:22][CH2:23][CH3:24])=[O:21])=[C:3]([CH3:11])[CH:4]=1)(=[O:10])[CH3:9]. The catalyst class is: 115.